From a dataset of Forward reaction prediction with 1.9M reactions from USPTO patents (1976-2016). Predict the product of the given reaction. (1) The product is: [NH2:1][C:4]1[CH:5]=[C:6]([C:14]2[O:15][C:16]3[CH:22]=[CH:21][C:20]([C:23]4[CH:28]=[CH:27][C:26]([Cl:29])=[C:25]([CH3:30])[CH:24]=4)=[CH:19][C:17]=3[N:18]=2)[C:7]([NH:10][CH2:11][CH2:12][CH3:13])=[CH:8][CH:9]=1. Given the reactants [N+:1]([C:4]1[CH:5]=[C:6]([C:14]2[O:15][C:16]3[CH:22]=[CH:21][C:20]([C:23]4[CH:28]=[CH:27][C:26]([Cl:29])=[C:25]([CH3:30])[CH:24]=4)=[CH:19][C:17]=3[N:18]=2)[C:7]([NH:10][CH2:11][CH2:12][CH3:13])=[CH:8][CH:9]=1)([O-])=O, predict the reaction product. (2) Given the reactants [Cl:1][C:2]1[C:10]2[C:5](=[CH:6][CH:7]=[CH:8][CH:9]=2)[NH:4][N:3]=1.Br[C:12]1[CH:17]=[CH:16][CH:15]=[CH:14][CH:13]=1.CC(C)([O-])C.[Na+].[Cl-].[NH4+], predict the reaction product. The product is: [Cl:1][C:2]1[C:10]2[C:5](=[CH:6][CH:7]=[CH:8][CH:9]=2)[N:4]([C:12]2[CH:17]=[CH:16][CH:15]=[CH:14][CH:13]=2)[N:3]=1. (3) The product is: [CH3:32][C@H:28]([O:27][C:25]1[CH:24]=[CH:23][CH:22]=[C:21]2[C:26]=1[C:17]([NH:16][C:12]1[CH:11]=[C:10]3[C:15](=[CH:14][CH:13]=1)[N:7]([CH2:6][C:4]1[N:3]=[CH:2][S:1][CH:5]=1)[N:8]=[CH:9]3)=[N:18][CH:19]=[N:20]2)[C:29]([N:33]1[CH2:38][CH2:37][O:36][CH2:35][CH2:34]1)=[O:31]. Given the reactants [S:1]1[CH:5]=[C:4]([CH2:6][N:7]2[C:15]3[C:10](=[CH:11][C:12]([NH:16][C:17]4[C:26]5[C:21](=[CH:22][CH:23]=[CH:24][C:25]=5[O:27][C@@H:28]([CH3:32])[C:29]([OH:31])=O)[N:20]=[CH:19][N:18]=4)=[CH:13][CH:14]=3)[CH:9]=[N:8]2)[N:3]=[CH:2]1.[NH:33]1[CH2:38][CH2:37][O:36][CH2:35][CH2:34]1, predict the reaction product.